This data is from Reaction yield outcomes from USPTO patents with 853,638 reactions. The task is: Predict the reaction yield, written as a fraction of the theoretical maximum amount of product (1.0 means a 100% yield; for example, 0.34 means a 34% yield). (1) The reactants are [CH2:1]([O:8][C:9]1[N:14]=[C:13]([NH2:15])[C:12]([F:16])=[CH:11][N:10]=1)[C:2]1[CH:7]=[CH:6][CH:5]=[CH:4][CH:3]=1.[CH3:17][S:18][CH3:19].ClN1C(=O)CCC1=O.C[O-].[Na+].CO. The catalyst is C(Cl)Cl. The product is [CH2:1]([O:8][C:9]1[N:14]=[C:13]([N:15]=[S:18]([CH3:19])[CH3:17])[C:12]([F:16])=[CH:11][N:10]=1)[C:2]1[CH:3]=[CH:4][CH:5]=[CH:6][CH:7]=1. The yield is 0.930. (2) The reactants are [C:1]([C:9]1[CH:10]=[C:11]([CH:13]=[CH:14][CH:15]=1)[NH2:12])#[C:2][CH2:3][CH2:4][CH2:5][CH2:6][CH2:7][CH3:8].[CH3:16][O-].[Na+].C=O.[BH4-].[Na+]. The catalyst is CO. The product is [CH3:16][NH:12][C:11]1[CH:13]=[CH:14][CH:15]=[C:9]([C:1]#[C:2][CH2:3][CH2:4][CH2:5][CH2:6][CH2:7][CH3:8])[CH:10]=1. The yield is 0.640.